From a dataset of Full USPTO retrosynthesis dataset with 1.9M reactions from patents (1976-2016). Predict the reactants needed to synthesize the given product. (1) Given the product [Cl:20][CH2:13][C:14]1[N:18]=[C:1]([C:3]2[CH:4]=[C:5]([CH:10]=[CH:11][CH:12]=2)[C:6]([O:8][CH3:9])=[O:7])[O:2][C:15]=1[CH3:16], predict the reactants needed to synthesize it. The reactants are: [CH:1]([C:3]1[CH:4]=[C:5]([CH:10]=[CH:11][CH:12]=1)[C:6]([O:8][CH3:9])=[O:7])=[O:2].[CH3:13][C:14](=[N:18]O)[C:15](=O)[CH3:16].[ClH:20].C(OCC)(=O)C. (2) The reactants are: [CH2:1]([O:3][C:4](=[O:29])[NH:5][C:6]1[CH:11]=[CH:10][CH:9]=[C:8]([CH2:12][N:13]2[C:18](=[O:19])[CH:17]=[CH:16][C:15]([C:20]3[CH:25]=[CH:24][CH:23]=[C:22]([N+:26]([O-])=O)[CH:21]=3)=[N:14]2)[CH:7]=1)[CH3:2]. Given the product [CH2:1]([O:3][C:4](=[O:29])[NH:5][C:6]1[CH:11]=[CH:10][CH:9]=[C:8]([CH2:12][N:13]2[C:18](=[O:19])[CH:17]=[CH:16][C:15]([C:20]3[CH:25]=[CH:24][CH:23]=[C:22]([NH2:26])[CH:21]=3)=[N:14]2)[CH:7]=1)[CH3:2], predict the reactants needed to synthesize it. (3) Given the product [NH3:4].[CH:1]([N:4]1[CH2:9][CH2:8][CH:7]([O:10][C:11]2[CH:16]=[CH:15][C:14]([C:17]3([CH2:23][N:24]4[CH2:31][CH2:30][CH2:29][C:28]4=[O:27])[CH2:18][CH2:19][O:20][CH2:21][CH2:22]3)=[CH:13][CH:12]=2)[CH2:6][CH2:5]1)([CH3:3])[CH3:2], predict the reactants needed to synthesize it. The reactants are: [CH:1]([N:4]1[CH2:9][CH2:8][CH:7]([O:10][C:11]2[CH:16]=[CH:15][C:14]([C:17]3([CH2:23][NH2:24])[CH2:22][CH2:21][O:20][CH2:19][CH2:18]3)=[CH:13][CH:12]=2)[CH2:6][CH2:5]1)([CH3:3])[CH3:2].C([O:27][C:28](=O)[CH2:29][CH2:30][CH2:31]Br)C.C(N(CC)C(C)C)(C)C.[I-].[K+].C(=O)([O-])[O-].[K+].[K+]. (4) Given the product [Cl:28][C:7]1[CH:6]=[C:5]2[C:10](=[CH:9][CH:8]=1)[CH2:1][N:2]([CH2:11][CH2:12][CH2:13][CH2:14][O:15][C:16]1[CH:17]=[CH:18][C:19]3[CH2:25][CH2:24][NH:23][C:22](=[O:26])[NH:21][C:20]=3[N:27]=1)[CH2:3][CH2:4]2, predict the reactants needed to synthesize it. The reactants are: [CH2:1]1[C:10]2[C:5](=[CH:6][CH:7]=[CH:8][CH:9]=2)[CH2:4][CH2:3][N:2]1[CH2:11][CH2:12][CH2:13][CH2:14][O:15][C:16]1[CH:17]=[CH:18][C:19]2[CH2:25][CH2:24][NH:23][C:22](=[O:26])[NH:21][C:20]=2[N:27]=1.[Cl:28]C1C=C2C(=CC=1)CNCC2. (5) Given the product [Br:1][C:2]1[CH:10]=[CH:9][C:5]([C:6]([N:30]2[CH2:31][CH2:32][N:27]([C:24]3[C:23]([CH3:33])=[CH:22][C:21]([CH:18]4[CH2:19][CH2:20]4)=[CH:26][N:25]=3)[CH2:28][CH2:29]2)=[O:8])=[C:4]([N:11]2[CH2:15][CH2:14][CH2:13][S:12]2(=[O:17])=[O:16])[CH:3]=1, predict the reactants needed to synthesize it. The reactants are: [Br:1][C:2]1[CH:10]=[CH:9][C:5]([C:6]([OH:8])=O)=[C:4]([N:11]2[CH2:15][CH2:14][CH2:13][S:12]2(=[O:17])=[O:16])[CH:3]=1.[CH:18]1([C:21]2[CH:22]=[C:23]([CH3:33])[C:24]([N:27]3[CH2:32][CH2:31][NH:30][CH2:29][CH2:28]3)=[N:25][CH:26]=2)[CH2:20][CH2:19]1.